This data is from NCI-60 drug combinations with 297,098 pairs across 59 cell lines. The task is: Regression. Given two drug SMILES strings and cell line genomic features, predict the synergy score measuring deviation from expected non-interaction effect. (1) Drug 1: CCN(CC)CCNC(=O)C1=C(NC(=C1C)C=C2C3=C(C=CC(=C3)F)NC2=O)C. Drug 2: CCN(CC)CCCC(C)NC1=C2C=C(C=CC2=NC3=C1C=CC(=C3)Cl)OC. Cell line: HT29. Synergy scores: CSS=11.9, Synergy_ZIP=-3.93, Synergy_Bliss=-2.38, Synergy_Loewe=-2.59, Synergy_HSA=-2.63. (2) Drug 1: CN(C)C1=NC(=NC(=N1)N(C)C)N(C)C. Drug 2: CC1CCCC2(C(O2)CC(NC(=O)CC(C(C(=O)C(C1O)C)(C)C)O)C(=CC3=CSC(=N3)C)C)C. Cell line: HT29. Synergy scores: CSS=-3.35, Synergy_ZIP=1.21, Synergy_Bliss=3.26, Synergy_Loewe=-12.2, Synergy_HSA=-2.73. (3) Drug 1: CN(C)N=NC1=C(NC=N1)C(=O)N. Drug 2: CC(C)NC(=O)C1=CC=C(C=C1)CNNC.Cl. Cell line: SW-620. Synergy scores: CSS=17.5, Synergy_ZIP=11.4, Synergy_Bliss=15.3, Synergy_Loewe=5.31, Synergy_HSA=9.17. (4) Drug 1: CC1C(C(=O)NC(C(=O)N2CCCC2C(=O)N(CC(=O)N(C(C(=O)O1)C(C)C)C)C)C(C)C)NC(=O)C3=C4C(=C(C=C3)C)OC5=C(C(=O)C(=C(C5=N4)C(=O)NC6C(OC(=O)C(N(C(=O)CN(C(=O)C7CCCN7C(=O)C(NC6=O)C(C)C)C)C)C(C)C)C)N)C. Drug 2: C1C(C(OC1N2C=NC3=C2NC=NCC3O)CO)O. Cell line: A498. Synergy scores: CSS=12.0, Synergy_ZIP=-6.17, Synergy_Bliss=-4.00, Synergy_Loewe=-22.2, Synergy_HSA=-5.05.